From a dataset of NCI-60 drug combinations with 297,098 pairs across 59 cell lines. Regression. Given two drug SMILES strings and cell line genomic features, predict the synergy score measuring deviation from expected non-interaction effect. (1) Drug 1: C1CCN(CC1)CCOC2=CC=C(C=C2)C(=O)C3=C(SC4=C3C=CC(=C4)O)C5=CC=C(C=C5)O. Drug 2: CN(C(=O)NC(C=O)C(C(C(CO)O)O)O)N=O. Cell line: SR. Synergy scores: CSS=55.7, Synergy_ZIP=1.94, Synergy_Bliss=0.532, Synergy_Loewe=-0.834, Synergy_HSA=-1.39. (2) Drug 1: CC1=C(C(=CC=C1)Cl)NC(=O)C2=CN=C(S2)NC3=CC(=NC(=N3)C)N4CCN(CC4)CCO. Drug 2: COC1=C2C(=CC3=C1OC=C3)C=CC(=O)O2. Cell line: COLO 205. Synergy scores: CSS=4.30, Synergy_ZIP=-3.27, Synergy_Bliss=-13.0, Synergy_Loewe=-3.34, Synergy_HSA=-14.1.